From a dataset of Forward reaction prediction with 1.9M reactions from USPTO patents (1976-2016). Predict the product of the given reaction. (1) Given the reactants [CH3:1][C:2]1([CH3:28])[CH2:7][CH2:6][C:5]([C:8]2[CH:13]=[C:12]([C:14](O)([CH3:16])[CH3:15])[CH:11]=[CH:10][C:9]=2[NH:18][C:19]([C:21]2[NH:22][CH:23]=[C:24]([C:26]#[N:27])[N:25]=2)=[O:20])=[CH:4][CH2:3]1.[CH3:29][O:30][C:31]1[CH:36]=[CH:35][C:34]([CH2:37][SH:38])=[CH:33][CH:32]=1.C(O)(C(F)(F)F)=O, predict the reaction product. The product is: [CH3:28][C:2]1([CH3:1])[CH2:7][CH2:6][C:5]([C:8]2[CH:13]=[C:12]([C:14]([S:38][CH2:37][C:34]3[CH:35]=[CH:36][C:31]([O:30][CH3:29])=[CH:32][CH:33]=3)([CH3:15])[CH3:16])[CH:11]=[CH:10][C:9]=2[NH:18][C:19]([C:21]2[NH:22][CH:23]=[C:24]([C:26]#[N:27])[N:25]=2)=[O:20])=[CH:4][CH2:3]1. (2) The product is: [Cl:11][C:12]1[CH:13]=[C:14](/[CH:18]=[CH:19]/[C@H:20]2[CH2:24][CH2:23][CH2:22][N:21]2[C:2]2[N:10]=[CH:9][N:8]=[C:7]3[C:3]=2[N:4]=[CH:5][NH:6]3)[CH:15]=[CH:16][CH:17]=1. Given the reactants Cl[C:2]1[N:10]=[CH:9][N:8]=[C:7]2[C:3]=1[NH:4][CH:5]=[N:6]2.[Cl:11][C:12]1[CH:13]=[C:14](/[CH:18]=[CH:19]/[C@H:20]2[CH2:24][CH2:23][CH2:22][NH:21]2)[CH:15]=[CH:16][CH:17]=1.C(N(CC)CC)C, predict the reaction product. (3) Given the reactants FC(F)(F)C(O)=O.[CH2:8]([NH:12][C:13]1[N:21]=[C:20]2[C:16]([N:17]=[C:18]([O:22][CH3:23])[NH:19]2)=[C:15]([NH2:24])[N:14]=1)[CH2:9][CH2:10][CH3:11].C(=O)([O-])[O-].[K+].[K+].Br[CH2:32][CH2:33][CH2:34][Cl:35], predict the reaction product. The product is: [CH2:8]([NH:12][C:13]1[N:21]=[C:20]2[C:16]([N:17]=[C:18]([O:22][CH3:23])[N:19]2[CH2:32][CH2:33][CH2:34][Cl:35])=[C:15]([NH2:24])[N:14]=1)[CH2:9][CH2:10][CH3:11]. (4) Given the reactants [CH3:1][C:2]1[CH:7]=[CH:6][CH:5]=[C:4]([CH3:8])[C:3]=1[NH:9][C:10](=[O:32])[CH2:11][N:12]1[CH2:17][CH2:16][N:15]([CH2:18][CH:19]([OH:31])[CH2:20][O:21][CH:22]2CC3C(=CC=CC=3)C2)[CH2:14][CH2:13]1.[CH3:33][C:34]1[CH:41]=[CH:40][C:37](CO)=[CH:36][CH:35]=1, predict the reaction product. The product is: [CH3:8][C:4]1[CH:5]=[CH:6][CH:7]=[C:2]([CH3:1])[C:3]=1[NH:9][C:10](=[O:32])[CH2:11][N:12]1[CH2:17][CH2:16][N:15]([CH2:18][CH:19]([OH:31])[CH2:20][O:21][CH2:22][C:37]2[CH:40]=[CH:41][C:34]([CH3:33])=[CH:35][CH:36]=2)[CH2:14][CH2:13]1. (5) Given the reactants [NH2:1][CH2:2][C@@H:3]1[CH2:6][C@H:5]([N:7]2[C:11]3[N:12]=[CH:13][N:14]=[C:15]([NH2:16])[C:10]=3[C:9]([C:17]3[CH:22]=[CH:21][CH:20]=[C:19]([O:23][CH2:24][C:25]4[CH:30]=[CH:29][CH:28]=[CH:27][CH:26]=4)[CH:18]=3)=[CH:8]2)[CH2:4]1.[CH3:31][N:32]=[C:33]=[O:34], predict the reaction product. The product is: [NH2:16][C:15]1[C:10]2[C:9]([C:17]3[CH:22]=[CH:21][CH:20]=[C:19]([O:23][CH2:24][C:25]4[CH:30]=[CH:29][CH:28]=[CH:27][CH:26]=4)[CH:18]=3)=[CH:8][N:7]([C@@H:5]3[CH2:4][C@H:3]([CH2:2][NH:1][C:33]([NH:32][CH3:31])=[O:34])[CH2:6]3)[C:11]=2[N:12]=[CH:13][N:14]=1. (6) Given the reactants [F:1][C:2]1[CH:3]=[CH:4][C:5]2[N:14]([CH3:15])[CH2:13][C:12]3[C:8]4[C:9](=[N:32][CH:33]=[CH:34][C:7]=4[C:6]=2[CH:35]=1)[NH:10][C:11]=3[C:16]1[CH2:17][CH:18]2[N:24](C(OC(C)(C)C)=O)[CH:22]([CH:23]=1)[CH2:21][CH2:20][CH2:19]2.FC(F)(F)C(O)=O, predict the reaction product. The product is: [CH:18]12[NH:24][CH:22]([CH2:21][CH2:20][CH2:19]1)[CH:23]=[C:16]([C:11]1[NH:10][C:9]3[C:8]4[C:12]=1[CH2:13][N:14]([CH3:15])[C:5]1[CH:4]=[CH:3][C:2]([F:1])=[CH:35][C:6]=1[C:7]=4[CH:34]=[CH:33][N:32]=3)[CH2:17]2. (7) Given the reactants [OH:1][CH2:2][C:3]1[CH:11]=[CH:10][C:6]([C:7]([OH:9])=[O:8])=[C:5]([C:12]([F:15])([F:14])[F:13])[CH:4]=1.[C:16]1(C)C=CC=CC=1.S(=O)(=O)(O)O, predict the reaction product. The product is: [CH3:16][O:8][C:7](=[O:9])[C:6]1[CH:10]=[CH:11][C:3]([CH2:2][OH:1])=[CH:4][C:5]=1[C:12]([F:13])([F:14])[F:15]. (8) Given the reactants [OH:1][C@H:2]1[CH2:6][NH:5][C@H:4]([C:7]([OH:9])=[O:8])[CH2:3]1.[C:10]([O:14][C:15](O[C:15]([O:14][C:10]([CH3:13])([CH3:12])[CH3:11])=[O:16])=[O:16])([CH3:13])([CH3:12])[CH3:11], predict the reaction product. The product is: [C:15]([N:5]1[CH2:6][C@H:2]([OH:1])[CH2:3][C@H:4]1[C:7]([OH:9])=[O:8])([O:14][C:10]([CH3:13])([CH3:12])[CH3:11])=[O:16]. (9) The product is: [F:37][C:36]([F:39])([F:38])[C:33]1[CH:34]=[CH:35][C:30]([O:29][C:27](=[O:28])[N:2]([CH3:1])[C@H:3]2[CH2:4][CH2:5][C@H:6]([CH2:9][CH2:10][CH2:11][CH2:12][CH2:13][NH:41][CH3:40])[CH2:7][CH2:8]2)=[CH:31][CH:32]=1. Given the reactants [CH3:1][NH:2][C@H:3]1[CH2:8][CH2:7][C@H:6]([CH2:9][CH2:10][CH2:11][CH2:12][CH2:13]OS(C)(=O)=O)[CH2:5][CH2:4]1.FC(F)(F)C(O)=O.Cl[C:27]([O:29][C:30]1[CH:35]=[CH:34][C:33]([C:36]([F:39])([F:38])[F:37])=[CH:32][CH:31]=1)=[O:28].[CH3:40][NH2:41], predict the reaction product. (10) Given the reactants [CH3:1][N:2]1[CH2:7][CH2:6][NH:5][CH2:4][C@H:3]1[CH2:8][OH:9].[Cl:10][C:11]1[CH:12]=[C:13]([NH:25][C:26]2[C:35]3[C:30](=[CH:31][CH:32]=[CH:33][C:34]=3F)[N:29]=[CH:28][N:27]=2)[CH:14]=[CH:15][C:16]=1[O:17][CH2:18][C:19]1[CH:24]=[CH:23][CH:22]=[CH:21][N:20]=1, predict the reaction product. The product is: [Cl:10][C:11]1[CH:12]=[C:13]([NH:25][C:26]2[C:35]3[C:30](=[CH:31][CH:32]=[CH:33][C:34]=3[O:9][CH2:8][CH:3]3[CH2:4][NH:5][CH2:6][CH2:7][N:2]3[CH3:1])[N:29]=[CH:28][N:27]=2)[CH:14]=[CH:15][C:16]=1[O:17][CH2:18][C:19]1[CH:24]=[CH:23][CH:22]=[CH:21][N:20]=1.